This data is from Reaction yield outcomes from USPTO patents with 853,638 reactions. The task is: Predict the reaction yield, written as a fraction of the theoretical maximum amount of product (1.0 means a 100% yield; for example, 0.34 means a 34% yield). (1) The reactants are [Cl:1][CH2:2][C:3]1[NH:7][C:6]2[CH:8]=[CH:9][CH:10]=[CH:11][C:5]=2[N:4]=1.[CH3:12][C:13](OC(C)=O)=[O:14]. The catalyst is CN(C1C=CN=CC=1)C. The product is [C:13]([N:7]1[C:6]2[CH:8]=[CH:9][CH:10]=[CH:11][C:5]=2[N:4]=[C:3]1[CH2:2][Cl:1])(=[O:14])[CH3:12]. The yield is 0.570. (2) The yield is 0.540. The reactants are [CH3:1][C:2]1[NH:3][C:4]2[N:5]([N:9]=[C:10]([C:12]3[CH:17]=[CH:16][CH:15]=[CH:14][CH:13]=3)[CH:11]=2)[C:6](=O)[CH:7]=1.P(Cl)(Cl)([Cl:20])=O. No catalyst specified. The product is [Cl:20][C:6]1[N:5]2[N:9]=[C:10]([C:12]3[CH:17]=[CH:16][CH:15]=[CH:14][CH:13]=3)[CH:11]=[C:4]2[N:3]=[C:2]([CH3:1])[CH:7]=1.